Dataset: Forward reaction prediction with 1.9M reactions from USPTO patents (1976-2016). Task: Predict the product of the given reaction. (1) Given the reactants S(=O)(=O)(O)O.[OH:6][C:7]1[CH:15]=[CH:14][C:10]([C:11]([OH:13])=[O:12])=[CH:9][C:8]=1[N+:16]([O-:18])=[O:17].[CH3:19]O, predict the reaction product. The product is: [OH:6][C:7]1[CH:15]=[CH:14][C:10]([C:11]([O:13][CH3:19])=[O:12])=[CH:9][C:8]=1[N+:16]([O-:18])=[O:17]. (2) Given the reactants C1(S(CC2C(C(OCC)=O)=C(O)C([C:23]3[CH:27]=[CH:26][O:25][CH:24]=3)=CC=2)(=O)=O)C=CC=CC=1.Br[C:29]1[C:30]([O:50][CH3:51])=[C:31]([C:36]([CH2:39][S:40]([C:43]2[CH:48]=[CH:47][CH:46]=[CH:45][C:44]=2[F:49])(=[O:42])=[O:41])=[CH:37][CH:38]=1)[C:32]([O:34][CH3:35])=[O:33].O1C=CC(B(O)O)=C1, predict the reaction product. The product is: [F:49][C:44]1[CH:45]=[CH:46][CH:47]=[CH:48][C:43]=1[S:40]([CH2:39][C:36]1[C:31]([C:32]([O:34][CH3:35])=[O:33])=[C:30]([O:50][CH3:51])[C:29]([C:23]2[CH:27]=[CH:26][O:25][CH:24]=2)=[CH:38][CH:37]=1)(=[O:42])=[O:41]. (3) Given the reactants [Br:1][C:2]1[CH:7]=[CH:6][C:5]([C@@H:8]([NH:10][CH2:11][CH2:12][C:13]([C:15]2[CH:20]=[CH:19][C:18]([F:21])=[CH:17][CH:16]=2)=O)[CH3:9])=[CH:4][CH:3]=1.[CH3:22][C:23]([S@:26]([NH2:28])=[O:27])([CH3:25])[CH3:24], predict the reaction product. The product is: [Br:1][C:2]1[CH:7]=[CH:6][C:5]([C@@H:8]([NH:10][CH2:11][CH2:12][C:13](=[N:28][S@@:26]([C:23]([CH3:25])([CH3:24])[CH3:22])=[O:27])[C:15]2[CH:20]=[CH:19][C:18]([F:21])=[CH:17][CH:16]=2)[CH3:9])=[CH:4][CH:3]=1. (4) Given the reactants C([O:8][N:9]1[C:15](=[O:16])[N:14]2[CH2:17][C@@H:10]1[CH2:11][CH2:12][C@@H:13]2[C:18]([NH:20][CH:21]1[CH2:26][CH2:25][N:24]([C:27]([O:29]CC2C=CC=CC=2)=[O:28])[CH2:23][CH2:22]1)=[O:19])C1C=CC=CC=1.[CH3:37][C:38](OC(OC(O[C:38]([CH3:40])([CH3:39])[CH3:37])=O)=O)([CH3:40])[CH3:39], predict the reaction product. The product is: [OH:8][N:9]1[C:15](=[O:16])[N:14]2[CH2:17][C@H:10]1[CH2:11][CH2:12][C@H:13]2[C:18]([NH:20][CH:21]1[CH2:26][CH2:25][N:24]([C:27]([O:29][C:38]([CH3:40])([CH3:39])[CH3:37])=[O:28])[CH2:23][CH2:22]1)=[O:19].